From a dataset of Forward reaction prediction with 1.9M reactions from USPTO patents (1976-2016). Predict the product of the given reaction. (1) Given the reactants [C:1]([C:5]1[CH:6]=[C:7]([NH2:17])[N:8]([C:10]2[CH:15]=[CH:14][CH:13]=[C:12]([F:16])[CH:11]=2)[N:9]=1)([CH3:4])([CH3:3])[CH3:2].C(=O)([O-])[O-].[K+].[K+].Cl[C:25]([O:27][C:28]1[CH:33]=[CH:32][CH:31]=[CH:30][CH:29]=1)=[O:26], predict the reaction product. The product is: [C:28]1([O:27][C:25](=[O:26])[NH:17][C:7]2[N:8]([C:10]3[CH:15]=[CH:14][CH:13]=[C:12]([F:16])[CH:11]=3)[N:9]=[C:5]([C:1]([CH3:4])([CH3:2])[CH3:3])[CH:6]=2)[CH:33]=[CH:32][CH:31]=[CH:30][CH:29]=1. (2) The product is: [O:1]1[CH2:5][CH2:4][CH2:3][C@H:2]1[C:6]([NH:17][NH2:18])=[O:8]. Given the reactants [O:1]1[CH2:5][CH2:4][CH2:3][C@H:2]1[C:6]([OH:8])=O.NN.C1C=CC2N(O)[N:18]=[N:17]C=2C=1.CCN=C=NCCCN(C)C, predict the reaction product. (3) Given the reactants [Cl:1][C:2]1[CH:7]=[CH:6][C:5]([O:8][C:9]2[CH:14]=[CH:13][C:12]([CH2:15][CH2:16][N:17]([CH3:21])[C:18]([NH2:20])=[NH:19])=[CH:11][CH:10]=2)=[CH:4][C:3]=1[C:22]([F:25])([F:24])[F:23].[CH:26]([CH:28]([CH2:33][C:34]1[CH:35]=[N:36][C:37](OC)=[N:38][CH:39]=1)[C:29](OC)=O)=[O:27], predict the reaction product. The product is: [Cl:1][C:2]1[CH:7]=[CH:6][C:5]([O:8][C:9]2[CH:14]=[CH:13][C:12]([CH2:15][CH2:16][N:17]([CH3:21])[C:18]3[NH:20][CH:29]=[C:28]([CH2:33][C:34]4[CH:35]=[N:36][N:38]([CH3:37])[CH:39]=4)[C:26](=[O:27])[N:19]=3)=[CH:11][CH:10]=2)=[CH:4][C:3]=1[C:22]([F:23])([F:24])[F:25].